From a dataset of Experimentally validated miRNA-target interactions with 360,000+ pairs, plus equal number of negative samples. Binary Classification. Given a miRNA mature sequence and a target amino acid sequence, predict their likelihood of interaction. (1) The miRNA is hsa-miR-563 with sequence AGGUUGACAUACGUUUCCC. The protein sequence of the target gene is MYVTMMMTDQIPLELPPLLNGEVAMMPHLVNGEAAQQVILVQVNPGETFTIRAEDGTLQCIQGPAEVPMMSPNGSIPPIHVPPGYISQVIEDSTGVRRVVVTPQSPECYPPSYPSAMSPTHHLPPYLTHHPHFIQNSHTAYYPPVTVPGDMPPQFFPQPHLPPTIYSEPEIIPLYGMSSYVTREDQYSKPPHKKLKDRQIDRQNRLNSPPSTIYKNSCATVYNGYGKGHSGGSSGGGGGGSGGGPGIKKTERRARSSPKSSDSDLQEYELEVKRVQDILSGIEKPQVSNIQARAVVLSWA.... Result: 0 (no interaction). (2) The miRNA is mmu-miR-6913-3p with sequence UCUCUACUGAUUUGUCUCCUCAG. The protein sequence of the target gene is MKVRSAGSDRDVLCVTEEDLAGEDEDMPSFPCTQEGRAGPRCNRCQKNLSLHTSVRILYLFLTLLLVAVAVLASLVFRKVDSLSEDISLAQSIYNKKLVSMQENLQGLDPKALINCSFCREAEQLGQEIRKVQEELEGLQKMLLAQEVQLDQTSQTHELLSTRSSQISQEMGSCSFSIHQVNQSLGLFLAQVRGWQATTAGMDITLKDLTQECYDVKAAVHQINFTVGQTAEWIHGIQRKTDEETLTLQKIVTDWQNYTRLFGGLRTTSAKTGEIVKTIQTTLGASSQRISQNSESMHDL.... Result: 0 (no interaction). (3) The miRNA is hsa-miR-3663-5p with sequence GCUGGUCUGCGUGGUGCUCGG. The protein sequence of the target gene is MRPRPEGRGLRAGVALSPALLLLLLLPPPPTLLGRLWAAGTPSPSAPGARQDGALGAGRVKRGWVWNQFFVVEEYTGTEPLYVGKIHSDSDEGDGAIKYTISGEGAGTIFLIDELTGDIHAMERLDREQKTFYTLRAQARDRATNRLLEPESEFIIKVQDINDSEPRFLHGPYIGSVAELSPTGTSVMQVMASDADDPTYGSSARLVYSVLDGEHHFTVDPKTGVIRTAVPDLDRESQERYEVVIQATDMAGQLGGLSGSTTVTIVVTDVNDNPPRFPQKMYQFSIQESAPIGTAVGRVK.... Result: 0 (no interaction). (4) The miRNA is mmu-miR-6998-3p with sequence AGAGCUGCUCUGUGCCCACACA. The protein sequence of the target gene is MGIEGVSTYLKSGNMDTISAPPGFVSQTSFVLRNVPRDKESPRSVSRQEQTTGFGTDDKDSCNMFLKSRPWIVHGHTIPSSEALRPKKTEVRRRRPLKVSETKVLEEAPVFNPTEEEFRDTLSYISSLRDRAEPYGICCVVPPPSWKPPCLLKEKQIWEASTFFPQVQLFGIQTENRKIKKEVDADSNDAASEGVQLCRVERGPGYTLKSFKNFADTYKKSHFGMKDEVLGSENSSPSLKPNELIVADIEKEYRQIVESPLIEIGVLYGNDLDTATFGSGFPLSAPSESSKYSSGWNLNS.... Result: 0 (no interaction). (5) The miRNA is hsa-miR-4509 with sequence ACUAAAGGAUAUAGAAGGUUUU. The protein sequence of the target gene is MQKWFSAFDDAIIQRQWRANPSRGGGGVSFTKEVDTNVATGAPPRRQRVPGRACPWREPIRGRRGARPGGGDAGGTPGETVRHCSAPEDPIFRFSSLHSYPFPGTIKSRDMSWKRHHLIPETFGVKRRRKRGPVESDPLRGEPGSARAAVSELMQLFPRGLFEDALPPIVLRSQVYSLVPDRTVADRQLKELQEQGEIRIVQLGFDLDAHGIIFTEDYRTRVCDCVLKACDGRPYAGAVQKFLASVLPACGDLSFQQDQMTQTFGFRDSEITHLVNAGVLTVRDAGSWWLAVPGAGRFIK.... Result: 0 (no interaction). (6) The miRNA is hsa-miR-4796-3p with sequence UAAAGUGGCAGAGUAUAGACAC. The protein sequence of the target gene is MSPWIKHICLVLVAAFMLVKTTESKKDEALYCSACMAIADEINYSISQTDPKKMIHVGGFRLKPDGSLTDKKVPLARSETYLTELLEEVCKSMSDYALYENPDTKEKSYKRFAPRDNDGGNFPDFKNFKFDGPESSSALKFACESIVEELEDDIISLFASDSDHVAKTLCSEVSDHCKSSVFQHSEL. Result: 0 (no interaction).